This data is from Full USPTO retrosynthesis dataset with 1.9M reactions from patents (1976-2016). The task is: Predict the reactants needed to synthesize the given product. (1) Given the product [OH:38][NH:37][C:35]([N:13]1[CH2:14][CH2:15][CH:10]([N:9]([CH2:8][C:5]2[C:4]([CH3:27])=[CH:3][C:2]([Cl:1])=[CH:7][N:6]=2)[CH2:16][C:17]2[C:26]3[C:21](=[CH:22][CH:23]=[CH:24][CH:25]=3)[CH:20]=[CH:19][N:18]=2)[CH2:11][CH2:12]1)=[O:28], predict the reactants needed to synthesize it. The reactants are: [Cl:1][C:2]1[CH:3]=[C:4]([CH3:27])[C:5]([CH2:8][N:9]([CH2:16][C:17]2[C:26]3[C:21](=[CH:22][CH:23]=[CH:24][CH:25]=3)[CH:20]=[CH:19][N:18]=2)[CH:10]2[CH2:15][CH2:14][NH:13][CH2:12][CH2:11]2)=[N:6][CH:7]=1.[O:28]([C:35]([NH:37][OH:38])=O)C1C=CC=CC=1. (2) The reactants are: CCN(C(C)C)C(C)C.[NH2:10][CH:11]1[CH2:16][CH2:15][CH2:14][N:13](C(OC(C)(C)C)=O)[CH2:12]1.F[P-](F)(F)(F)(F)F.Br[P+](N1CCCC1)(N1CCCC1)N1CCCC1.[NH2:48][C:49]1[C:50]([C:67]2[O:71][C:70](=O)[NH:69][N:68]=2)=[N:51][C:52]([C:55]2[CH:60]=[CH:59][C:58]([S:61]([CH:64]([CH3:66])[CH3:65])(=[O:63])=[O:62])=[CH:57][CH:56]=2)=[CH:53][N:54]=1.Cl. Given the product [NH2:48][C:49]1[C:50]([C:67]2[O:71][C:70]([NH:10][CH:11]3[CH2:16][CH2:15][CH2:14][NH:13][CH2:12]3)=[N:69][N:68]=2)=[N:51][C:52]([C:55]2[CH:60]=[CH:59][C:58]([S:61]([CH:64]([CH3:65])[CH3:66])(=[O:63])=[O:62])=[CH:57][CH:56]=2)=[CH:53][N:54]=1, predict the reactants needed to synthesize it. (3) The reactants are: C([NH:3][C:4]([C:7]1[CH:17]=[CH:16][C:10]([C:11]([O:13]CC)=[O:12])=[CH:9][CH:8]=1)([CH3:6])[CH3:5])=O.O.[ClH:19]. Given the product [ClH:19].[NH2:3][C:4]([C:7]1[CH:17]=[CH:16][C:10]([C:11]([OH:13])=[O:12])=[CH:9][CH:8]=1)([CH3:6])[CH3:5], predict the reactants needed to synthesize it. (4) Given the product [Br:20][C:5]1[C:6]([NH:8][C:9](=[O:14])[C:10]([CH3:11])([CH3:13])[CH3:12])=[N:7][C:2]([Cl:1])=[CH:3][CH:4]=1, predict the reactants needed to synthesize it. The reactants are: [Cl:1][C:2]1[N:7]=[C:6]([NH:8][C:9](=[O:14])[C:10]([CH3:13])([CH3:12])[CH3:11])[CH:5]=[CH:4][CH:3]=1.C([Li])CCC.[Br:20]C(Br)C.O. (5) Given the product [F:30][C:31]1([F:37])[CH2:36][CH2:35][N:34]([CH2:22][CH2:21][C:20]#[C:19][C:15]2[CH:14]=[C:13]3[C:18]([CH:9]([C:6]4[CH:7]=[CH:8][C:3]([O:2][CH3:1])=[CH:4][CH:5]=4)[CH2:10][N:11]([CH3:28])[CH2:12]3)=[CH:17][CH:16]=2)[CH2:33][CH2:32]1, predict the reactants needed to synthesize it. The reactants are: [CH3:1][O:2][C:3]1[CH:8]=[CH:7][C:6]([CH:9]2[C:18]3[C:13](=[CH:14][C:15]([C:19]#[C:20][CH2:21][CH2:22]OS(C)(=O)=O)=[CH:16][CH:17]=3)[CH2:12][N:11]([CH3:28])[CH2:10]2)=[CH:5][CH:4]=1.Cl.[F:30][C:31]1([F:37])[CH2:36][CH2:35][NH:34][CH2:33][CH2:32]1.